This data is from Full USPTO retrosynthesis dataset with 1.9M reactions from patents (1976-2016). The task is: Predict the reactants needed to synthesize the given product. (1) Given the product [C:1]([O:5][C:6](=[O:58])[CH2:7][CH2:8][CH2:9][CH2:10][CH2:11][CH2:12][CH2:13][CH2:14][CH2:15][CH2:16][CH2:17][CH2:18][CH2:19][CH2:20][CH2:21][CH2:22][CH2:23][CH2:24][C:25](=[O:57])[NH:26][CH:27]([C:50]([O:52][C:53]([CH3:56])([CH3:55])[CH3:54])=[O:51])[CH2:28][CH2:29][C:30](=[O:49])[NH:31][CH2:32][CH2:33][O:34][CH2:35][CH2:36][O:37][CH2:38][CH2:39][O:40][CH2:41][CH2:42][O:43][CH2:44][CH2:45][C:46]([O:48][N:72]1[C:77](=[O:78])[CH2:76][CH2:75][C:73]1=[O:74])=[O:47])([CH3:4])([CH3:2])[CH3:3], predict the reactants needed to synthesize it. The reactants are: [C:1]([O:5][C:6](=[O:58])[CH2:7][CH2:8][CH2:9][CH2:10][CH2:11][CH2:12][CH2:13][CH2:14][CH2:15][CH2:16][CH2:17][CH2:18][CH2:19][CH2:20][CH2:21][CH2:22][CH2:23][CH2:24][C:25](=[O:57])[NH:26][CH:27]([C:50]([O:52][C:53]([CH3:56])([CH3:55])[CH3:54])=[O:51])[CH2:28][CH2:29][C:30](=[O:49])[NH:31][CH2:32][CH2:33][O:34][CH2:35][CH2:36][O:37][CH2:38][CH2:39][O:40][CH2:41][CH2:42][O:43][CH2:44][CH2:45][C:46]([OH:48])=[O:47])([CH3:4])([CH3:3])[CH3:2].[B-](F)(F)(F)F.CN(C(O[N:72]1[C:77](=[O:78])[CH2:76][CH2:75][C:73]1=[O:74])=[N+](C)C)C.CCN(C(C)C)C(C)C. (2) Given the product [F:1][C:2]1[CH:3]=[C:4]([CH:9]=[CH:10][C:11]=1[NH:12][C:13]([N:15]([CH2:30][CH2:31][CH2:32][CH2:33][CH3:34])[C:16]1[CH:25]=[CH:24][C:23]2[C:22]([CH3:26])([CH3:27])[CH2:21][CH2:20][C:19]([CH3:28])([CH3:29])[C:18]=2[CH:17]=1)=[O:14])[C:5]([OH:7])=[O:6], predict the reactants needed to synthesize it. The reactants are: [F:1][C:2]1[CH:3]=[C:4]([CH:9]=[CH:10][C:11]=1[NH:12][C:13]([N:15]([CH2:30][CH2:31][CH2:32][CH2:33][CH3:34])[C:16]1[CH:25]=[CH:24][C:23]2[C:22]([CH3:27])([CH3:26])[CH2:21][CH2:20][C:19]([CH3:29])([CH3:28])[C:18]=2[CH:17]=1)=[O:14])[C:5]([O:7]C)=[O:6].O.[OH-].[Li+].Cl. (3) Given the product [CH3:1][O:2][CH2:3][O:4][C:5]1[CH:12]=[CH:11][CH:10]=[CH:9][C:6]=1[CH:7]=[CH:14][C:15]([OH:17])=[O:16], predict the reactants needed to synthesize it. The reactants are: [CH3:1][O:2][CH2:3][O:4][C:5]1[CH:12]=[CH:11][CH:10]=[CH:9][C:6]=1[CH:7]=O.C(O)(=O)[CH2:14][C:15]([OH:17])=[O:16].N1CCCCC1.Cl. (4) The reactants are: [C:1]([C:3]1[N:7]2[CH:8]=[CH:9][CH:10]=[CH:11][C:6]2=[N:5][CH:4]=1)#[CH:2].[CH3:12][N:13]([CH2:15][C:16]1[N:17]([C:21]2[CH:22]=[C:23]([NH:31][C:32](=[O:51])[C:33]3[CH:38]=[CH:37][C:36]([CH3:39])=[C:35](C#CC4N5C=CN=CC5=NC=4)[CH:34]=3)[CH:24]=[C:25]([C:27]([F:30])([F:29])[F:28])[CH:26]=2)[CH:18]=[CH:19][N:20]=1)[CH3:14].CCN(C(C)C)C(C)C. Given the product [CH3:14][N:13]([CH2:15][C:16]1[N:17]([C:21]2[CH:22]=[C:23]([NH:31][C:32](=[O:51])[C:33]3[CH:34]=[CH:35][C:36]([CH3:39])=[C:37]([C:2]#[C:1][C:3]4[N:7]5[CH:8]=[CH:9][CH:10]=[CH:11][C:6]5=[N:5][CH:4]=4)[CH:38]=3)[CH:24]=[C:25]([C:27]([F:28])([F:29])[F:30])[CH:26]=2)[CH:18]=[CH:19][N:20]=1)[CH3:12], predict the reactants needed to synthesize it. (5) Given the product [ClH:1].[Cl:1][C:2]1[CH:7]=[CH:6][CH:5]=[CH:4][C:3]=1[C:8]1[N:9]([CH2:23][C:24]2[N:29]=[C:28]([NH2:30])[CH:27]=[CH:26][CH:25]=2)[C:10]([C:13]2[CH:18]=[CH:17][C:16]([O:19][CH2:20][CH2:21][CH3:22])=[CH:15][CH:14]=2)=[CH:11][CH:12]=1, predict the reactants needed to synthesize it. The reactants are: [Cl:1][C:2]1[CH:7]=[CH:6][CH:5]=[CH:4][C:3]=1[C:8]1[N:9]([CH2:23][C:24]2[N:29]=[C:28]([NH2:30])[CH:27]=[CH:26][CH:25]=2)[C:10]([C:13]2[CH:18]=[CH:17][C:16]([O:19][CH2:20][CH2:21][CH3:22])=[CH:15][CH:14]=2)=[CH:11][CH:12]=1.Cl.